This data is from TCR-epitope binding with 47,182 pairs between 192 epitopes and 23,139 TCRs. The task is: Binary Classification. Given a T-cell receptor sequence (or CDR3 region) and an epitope sequence, predict whether binding occurs between them. (1) The epitope is TLVPQEHYV. The TCR CDR3 sequence is CASSFRDSRNEQFF. Result: 1 (the TCR binds to the epitope). (2) The epitope is KTSVDCTMYI. The TCR CDR3 sequence is CASSPAGTIHNEQFF. Result: 1 (the TCR binds to the epitope). (3) The epitope is FLPRVFSAV. The TCR CDR3 sequence is CASSLGGGSQETQYF. Result: 1 (the TCR binds to the epitope).